Dataset: Forward reaction prediction with 1.9M reactions from USPTO patents (1976-2016). Task: Predict the product of the given reaction. (1) Given the reactants N1C=CN=C1.[C:6]([Si:10](Cl)([CH3:12])[CH3:11])([CH3:9])([CH3:8])[CH3:7].[Cl:14][C:15]1[CH:20]=[CH:19][C:18]([CH:21]([OH:26])[CH2:22][CH:23]([OH:25])[CH3:24])=[CH:17][C:16]=1[F:27], predict the reaction product. The product is: [Si:10]([O:25][CH:23]([CH3:24])[CH2:22][CH:21]([C:18]1[CH:19]=[CH:20][C:15]([Cl:14])=[C:16]([F:27])[CH:17]=1)[OH:26])([C:6]([CH3:9])([CH3:8])[CH3:7])([CH3:12])[CH3:11]. (2) Given the reactants [O:1]=[C:2]1[N:7]([CH2:8][C:9]2[CH:10]=[C:11]([CH:15]=[CH:16][CH:17]=2)[C:12](Cl)=[O:13])[N:6]=[C:5]([C:18]2[O:22][N:21]=[C:20]([C:23]3[CH:28]=[CH:27][C:26]([O:29][C:30]([F:33])([F:32])[F:31])=[CH:25][CH:24]=3)[N:19]=2)[CH:4]=[CH:3]1.[OH:34][CH:35]1[CH2:40][CH2:39][NH:38][CH2:37][CH2:36]1, predict the reaction product. The product is: [OH:34][CH:35]1[CH2:40][CH2:39][N:38]([C:12]([C:11]2[CH:10]=[C:9]([CH:17]=[CH:16][CH:15]=2)[CH2:8][N:7]2[C:2](=[O:1])[CH:3]=[CH:4][C:5]([C:18]3[O:22][N:21]=[C:20]([C:23]4[CH:24]=[CH:25][C:26]([O:29][C:30]([F:31])([F:33])[F:32])=[CH:27][CH:28]=4)[N:19]=3)=[N:6]2)=[O:13])[CH2:37][CH2:36]1.